This data is from Reaction yield outcomes from USPTO patents with 853,638 reactions. The task is: Predict the reaction yield, written as a fraction of the theoretical maximum amount of product (1.0 means a 100% yield; for example, 0.34 means a 34% yield). The reactants are [CH:1]1([CH2:4][N:5]([CH3:19])[S:6]([C:9]2[CH:10]=[N:11][C:12]([Sn](C)(C)C)=[CH:13][CH:14]=2)(=[O:8])=[O:7])[CH2:3][CH2:2]1.[NH2:20][C:21]1[C:26]([C:27]2[CH:28]=[C:29]3[C:34](=[CH:35][CH:36]=2)[C:33](=[O:37])[NH:32][CH2:31][CH2:30]3)=[CH:25][C:24](Br)=[CH:23][N:22]=1. No catalyst specified. The product is [NH2:20][C:21]1[N:22]=[CH:23][C:24]([C:12]2[CH:13]=[CH:14][C:9]([S:6]([N:5]([CH2:4][CH:1]3[CH2:3][CH2:2]3)[CH3:19])(=[O:8])=[O:7])=[CH:10][N:11]=2)=[CH:25][C:26]=1[C:27]1[CH:28]=[C:29]2[C:34](=[CH:35][CH:36]=1)[C:33](=[O:37])[NH:32][CH2:31][CH2:30]2. The yield is 0.460.